Predict the reaction yield, written as a fraction of the theoretical maximum amount of product (1.0 means a 100% yield; for example, 0.34 means a 34% yield). From a dataset of Reaction yield outcomes from USPTO patents with 853,638 reactions. (1) The reactants are [CH3:1][O-:2].[Na+].C1(C)C=CC=CC=1.[CH3:11][O:12][C:13]1[C:31]([O:32][CH3:33])=[C:30]([O:34][CH3:35])[CH:29]=[C:28]([CH3:36])[C:14]=1[C:15]([C:17]1[C:22]([C:23]([F:26])([F:25])[F:24])=[CH:21][N:20]=[CH:19][C:18]=1Cl)=[O:16].CN(C)P(N(C)C)N(C)C. The catalyst is O. The product is [CH3:11][O:12][C:13]1[C:31]([O:32][CH3:33])=[C:30]([O:34][CH3:35])[CH:29]=[C:28]([CH3:36])[C:14]=1[C:15]([C:17]1[C:22]([C:23]([F:26])([F:25])[F:24])=[CH:21][N:20]=[CH:19][C:18]=1[O:2][CH3:1])=[O:16]. The yield is 0.640. (2) The reactants are [CH:1]1([N:4]2[CH2:9][C:8]3([CH2:14][CH2:13][N:12]([S:15]([C:18]4[CH:23]=[CH:22][C:21](B5OC(C)(C)C(C)(C)O5)=[CH:20][CH:19]=4)(=[O:17])=[O:16])[CH2:11][CH2:10]3)[O:7][CH2:6][C:5]2=[O:33])[CH2:3][CH2:2]1.Br[C:35]1[C:44]([O:45][CH3:46])=[C:43]2[C:38]([CH:39]=[CH:40][CH:41]=[N:42]2)=[CH:37][CH:36]=1.C(=O)([O-])[O-].[K+].[K+]. The catalyst is O1CCOCC1.C(OCC)(=O)C. The product is [CH:1]1([N:4]2[CH2:9][C:8]3([CH2:14][CH2:13][N:12]([S:15]([C:18]4[CH:23]=[CH:22][C:21]([C:35]5[C:44]([O:45][CH3:46])=[C:43]6[C:38]([CH:39]=[CH:40][CH:41]=[N:42]6)=[CH:37][CH:36]=5)=[CH:20][CH:19]=4)(=[O:17])=[O:16])[CH2:11][CH2:10]3)[O:7][CH2:6][C:5]2=[O:33])[CH2:2][CH2:3]1. The yield is 0.840.